Predict the product of the given reaction. From a dataset of Forward reaction prediction with 1.9M reactions from USPTO patents (1976-2016). (1) Given the reactants [F:1][C:2]1[CH:7]=[CH:6][C:5]([C:8]2[CH:13]=[CH:12][N:11]=[CH:10][C:9]=2[NH:14][CH2:15][C:16](=[O:19])[CH2:17][CH3:18])=[C:4]([O:20][CH3:21])[CH:3]=1.[CH3:22][S:23]([C:26]1[CH:27]=[C:28]([CH:32]=[C:33]([C:35]([F:38])([F:37])[F:36])[CH:34]=1)[C:29](O)=[O:30])(=[O:25])=[O:24], predict the reaction product. The product is: [F:1][C:2]1[CH:7]=[CH:6][C:5]([C:8]2[CH:13]=[CH:12][N:11]=[CH:10][C:9]=2[N:14]([CH2:15][C:16](=[O:19])[CH2:17][CH3:18])[C:29](=[O:30])[C:28]2[CH:32]=[C:33]([C:35]([F:38])([F:36])[F:37])[CH:34]=[C:26]([S:23]([CH3:22])(=[O:25])=[O:24])[CH:27]=2)=[C:4]([O:20][CH3:21])[CH:3]=1. (2) Given the reactants [C:1]([O:5][C:6]([NH:8][C@@H:9]([CH2:14][C:15]1[CH:24]=[CH:23][C:18]2[O:19][CH2:20][CH2:21][O:22][C:17]=2[CH:16]=1)[C:10](OC)=[O:11])=[O:7])([CH3:4])([CH3:3])[CH3:2].[Li+].[BH4-].Cl, predict the reaction product. The product is: [O:19]1[CH2:20][CH2:21][O:22][C:17]2[CH:16]=[C:15]([CH2:14][C@H:9]([NH:8][C:6](=[O:7])[O:5][C:1]([CH3:3])([CH3:2])[CH3:4])[CH2:10][OH:11])[CH:24]=[CH:23][C:18]1=2. (3) Given the reactants [CH:1]([C:4]1[C:9](=[O:10])[NH:8][C:7](=[O:11])[NH:6][C:5]=1[O:12][C:13]1[CH:14]=[C:15]([CH:18]=[C:19]([CH3:21])[CH:20]=1)[CH:16]=O)([CH3:3])[CH3:2].[C:22]([CH2:24]P(=O)(OCC)OCC)#[N:23].CC(C)([O-])C.[K+], predict the reaction product. The product is: [CH:1]([C:4]1[C:9](=[O:10])[NH:8][C:7](=[O:11])[NH:6][C:5]=1[O:12][C:13]1[CH:14]=[C:15]([CH:16]=[CH:24][C:22]#[N:23])[CH:18]=[C:19]([CH3:21])[CH:20]=1)([CH3:3])[CH3:2]. (4) Given the reactants [CH2:1]([C:5]1[N:10]2[N:11]=[CH:12][CH:13]=[C:9]2[N:8]([C@H:14]2[CH2:19][CH2:18][C@H:17]([OH:20])[CH2:16][CH2:15]2)[C:7](=[O:21])[C:6]=1[CH2:22][C:23]1[CH:28]=[CH:27][C:26]([C:29]2[C:30]([C:35]#[N:36])=[CH:31][CH:32]=[CH:33][CH:34]=2)=[CH:25][CH:24]=1)[CH2:2][CH2:3][CH3:4].[N+](=[CH:39][C:40]([O:42][CH2:43][CH3:44])=[O:41])=[N-].C(OCC)(=O)C.O, predict the reaction product. The product is: [CH2:43]([O:42][C:40](=[O:41])[CH2:39][O:20][C@H:17]1[CH2:18][CH2:19][C@H:14]([N:8]2[C:7](=[O:21])[C:6]([CH2:22][C:23]3[CH:24]=[CH:25][C:26]([C:29]4[CH:34]=[CH:33][CH:32]=[CH:31][C:30]=4[C:35]#[N:36])=[CH:27][CH:28]=3)=[C:5]([CH2:1][CH2:2][CH2:3][CH3:4])[N:10]3[N:11]=[CH:12][CH:13]=[C:9]23)[CH2:15][CH2:16]1)[CH3:44]. (5) Given the reactants [NH:1]1[CH2:5][CH2:4][CH2:3][CH2:2]1.[O:6]1[CH2:32][C@@H:7]1[CH2:8][O:9][C:10]1[CH:19]=[C:18]2[C:13]([C:14]([NH:20][C:21]3[CH:26]=[CH:25][CH:24]=[C:23]4[O:27][CH2:28][O:29][C:22]=34)=[N:15][CH:16]=[N:17]2)=[CH:12][C:11]=1[O:30][CH3:31].C(Cl)(Cl)[Cl:34].[ClH:37], predict the reaction product. The product is: [ClH:34].[ClH:37].[OH:6][C@H:7]([CH2:32][N:1]1[CH2:5][CH2:4][CH2:3][CH2:2]1)[CH2:8][O:9][C:10]1[CH:19]=[C:18]2[C:13]([C:14]([NH:20][C:21]3[CH:26]=[CH:25][CH:24]=[C:23]4[O:27][CH2:28][O:29][C:22]=34)=[N:15][CH:16]=[N:17]2)=[CH:12][C:11]=1[O:30][CH3:31]. (6) The product is: [F:1][C:2]1[CH:3]=[C:4]([CH:16]=[C:17]([F:19])[CH:18]=1)[CH2:5][CH:6]1[CH2:11][CH:10]([C:12]([O:14][CH3:15])=[O:13])[CH2:9][CH2:8][N:7]1[C:29]([O:30][CH3:31])=[O:32]. Given the reactants [F:1][C:2]1[CH:3]=[C:4]([CH:16]=[C:17]([F:19])[CH:18]=1)[CH2:5][CH:6]1[CH2:11][CH:10]([C:12]([O:14][CH3:15])=[O:13])[CH2:9][CH2:8][NH:7]1.CCN(C(C)C)C(C)C.[C:29](Cl)(=[O:32])[O:30][CH3:31], predict the reaction product. (7) Given the reactants Cl[C:2]1[C:3]([CH3:17])=[C:4]([CH3:16])[C:5]2[N:6]([C:8]([C:11]([O:13][CH2:14][CH3:15])=[O:12])=[CH:9][N:10]=2)[N:7]=1.[F:18][C:19]([F:30])([F:29])[C:20]1[CH:25]=[CH:24][CH:23]=[CH:22][C:21]=1B(O)O.C1(P(C2CCCCC2)C2C=CC=CC=2C2C(OC)=CC=CC=2OC)CCCCC1.[O-]P([O-])([O-])=O.[K+].[K+].[K+], predict the reaction product. The product is: [CH3:17][C:3]1[C:2]([C:21]2[CH:22]=[CH:23][CH:24]=[CH:25][C:20]=2[C:19]([F:30])([F:29])[F:18])=[N:7][N:6]2[C:8]([C:11]([O:13][CH2:14][CH3:15])=[O:12])=[CH:9][N:10]=[C:5]2[C:4]=1[CH3:16].